Dataset: Reaction yield outcomes from USPTO patents with 853,638 reactions. Task: Predict the reaction yield, written as a fraction of the theoretical maximum amount of product (1.0 means a 100% yield; for example, 0.34 means a 34% yield). (1) The reactants are [CH2:1]([O:8][C:9]1[CH:14]=[CH:13][N:12]([C:15]2[CH:20]=[CH:19][C:18]3[C:21]4[CH2:27][CH2:26][N:25](C(OC(C)(C)C)=O)[CH2:24][CH2:23][C:22]=4[S:35][C:17]=3[CH:16]=2)[C:11](=[O:36])[CH:10]=1)[C:2]1[CH:7]=[CH:6][CH:5]=[CH:4][CH:3]=1.[ClH:37]. No catalyst specified. The product is [ClH:37].[CH2:1]([O:8][C:9]1[CH:14]=[CH:13][N:12]([C:15]2[CH:20]=[CH:19][C:18]3[C:21]4[CH2:27][CH2:26][NH:25][CH2:24][CH2:23][C:22]=4[S:35][C:17]=3[CH:16]=2)[C:11](=[O:36])[CH:10]=1)[C:2]1[CH:3]=[CH:4][CH:5]=[CH:6][CH:7]=1. The yield is 0.820. (2) The reactants are [F:1][C:2]1[C:3]([C:22]([NH:24][CH2:25][C:26]2([C:39]3[CH:44]=[CH:43][CH:42]=[CH:41][CH:40]=3)[CH2:31][CH2:30][N:29](C(OCCCC)=O)[CH2:28][CH2:27]2)=[O:23])=[N:4][CH:5]=[CH:6][C:7]=1[S:8][C:9]1[S:13][C:12]([NH:14][C:15]2[CH:20]=[C:19]([CH3:21])[CH:18]=[CH:17][N:16]=2)=[N:11][CH:10]=1.C(=O)([O-])[O-].[Na+].[Na+]. The catalyst is FC(F)(F)C(O)=O.ClCCl. The product is [F:1][C:2]1[C:3]([C:22]([NH:24][CH2:25][C:26]2([C:39]3[CH:40]=[CH:41][CH:42]=[CH:43][CH:44]=3)[CH2:27][CH2:28][NH:29][CH2:30][CH2:31]2)=[O:23])=[N:4][CH:5]=[CH:6][C:7]=1[S:8][C:9]1[S:13][C:12]([NH:14][C:15]2[CH:20]=[C:19]([CH3:21])[CH:18]=[CH:17][N:16]=2)=[N:11][CH:10]=1. The yield is 0.700. (3) The reactants are O.[OH-].[Li+].C[O:5][C:6](=[O:23])[C:7]1[CH:12]=[CH:11][C:10](/[CH:13]=[CH:14]/[C:15]([O:17][C:18]([CH3:21])([CH3:20])[CH3:19])=[O:16])=[C:9]([CH3:22])[CH:8]=1. The product is [C:18]([O:17][C:15](/[CH:14]=[CH:13]/[C:10]1[CH:11]=[CH:12][C:7]([C:6]([OH:23])=[O:5])=[CH:8][C:9]=1[CH3:22])=[O:16])([CH3:21])([CH3:20])[CH3:19]. The catalyst is C1COCC1.O. The yield is 0.920. (4) The reactants are C([Si](C)(C)[O:6][CH2:7][C:8]([OH:29])([CH3:28])[C:9]#[C:10][C:11]1[CH:12]=[CH:13][C:14]2[O:23][CH2:22][CH2:21][N:20]3[C:16](=[N:17][C:18]([C:24]([NH2:26])=[O:25])=[CH:19]3)[C:15]=2[CH:27]=1)(C)(C)C.CCCC[N+](CCCC)(CCCC)CCCC.[F-]. The catalyst is C1COCC1. The product is [OH:29][C:8]([CH3:28])([CH2:7][OH:6])[C:9]#[C:10][C:11]1[CH:12]=[CH:13][C:14]2[O:23][CH2:22][CH2:21][N:20]3[C:16](=[N:17][C:18]([C:24]([NH2:26])=[O:25])=[CH:19]3)[C:15]=2[CH:27]=1. The yield is 0.465. (5) The reactants are Br[C:2]1[NH:21][C:5]2[N:6]=[CH:7][N:8]=[C:9]([NH:10][C:11]3[CH:20]=[CH:19][C:14]4[NH:15][C:16](=[O:18])[S:17][C:13]=4[CH:12]=3)[C:4]=2[CH:3]=1.[Cl:22][C:23]1[CH:28]=[CH:27][C:26]([S:29]([O-:31])=[O:30])=[CH:25][CH:24]=1.[Na+].CN(C)CCN. The catalyst is CS(C)=O. The product is [Cl:22][C:23]1[CH:28]=[CH:27][C:26]([S:29]([C:2]2[NH:21][C:5]3[N:6]=[CH:7][N:8]=[C:9]([NH:10][C:11]4[CH:20]=[CH:19][C:14]5[NH:15][C:16](=[O:18])[S:17][C:13]=5[CH:12]=4)[C:4]=3[CH:3]=2)(=[O:31])=[O:30])=[CH:25][CH:24]=1. The yield is 0.0300. (6) The reactants are Cl.[Cl:2][C:3]1[C:12]2[C:7](=[CH:8][C:9]([F:14])=[C:10]([I:13])[CH:11]=2)[N:6]=[CH:5][N:4]=1.O1CCOCC1.Cl.[CH2:22]([O:29][C:30]1[CH:36]=[CH:35][C:33]([NH2:34])=[CH:32][CH:31]=1)[C:23]1[CH:28]=[CH:27][CH:26]=[CH:25][CH:24]=1. The catalyst is ClCCl. The product is [ClH:2].[CH2:22]([O:29][C:30]1[CH:31]=[CH:32][C:33]([NH:34][C:3]2[C:12]3[C:7](=[CH:8][C:9]([F:14])=[C:10]([I:13])[CH:11]=3)[N:6]=[CH:5][N:4]=2)=[CH:35][CH:36]=1)[C:23]1[CH:24]=[CH:25][CH:26]=[CH:27][CH:28]=1. The yield is 0.790.